Task: Predict the reaction yield, written as a fraction of the theoretical maximum amount of product (1.0 means a 100% yield; for example, 0.34 means a 34% yield).. Dataset: Reaction yield outcomes from USPTO patents with 853,638 reactions (1) The reactants are [H-].[Na+].CN(C=O)C.[CH:8]([O:11][C:12]1[NH:16][N:15]=[C:14]([NH2:17])[CH:13]=1)([CH3:10])[CH3:9].[CH3:18][Si:19]([CH3:26])([CH3:25])[CH2:20][CH2:21][O:22][CH2:23]Cl. The catalyst is C(OCC)(=O)C. The product is [CH:8]([O:11][C:12]1[N:16]([CH2:23][O:22][CH2:21][CH2:20][Si:19]([CH3:26])([CH3:25])[CH3:18])[N:15]=[C:14]([NH2:17])[CH:13]=1)([CH3:10])[CH3:9]. The yield is 0.160. (2) The reactants are [CH3:1][O:2][C:3]1[CH:8]=[CH:7][C:6]([CH2:9][C:10]([OH:12])=O)=[CH:5][CH:4]=1.[NH2:13][C:14]1[CH:18]=[CH:17][NH:16][C:15]=1[C:19]([O:21][CH2:22][CH3:23])=[O:20].C(N(CC)CC)C.C1CCC(N=C=NC2CCCCC2)CC1. The catalyst is C(#N)C. The product is [CH3:1][O:2][C:3]1[CH:4]=[CH:5][C:6]([CH2:9][C:10]([NH:13][C:14]2[CH:18]=[CH:17][NH:16][C:15]=2[C:19]([O:21][CH2:22][CH3:23])=[O:20])=[O:12])=[CH:7][CH:8]=1. The yield is 0.382.